Task: Predict which catalyst facilitates the given reaction.. Dataset: Catalyst prediction with 721,799 reactions and 888 catalyst types from USPTO (1) Reactant: [CH2:1]([O:3][C:4]([C@@H:6]1[C@H:10]([CH3:11])[CH2:9][C@@H:8]([CH:12](C(OC(C)(C)C)=O)[C:13]([O:15]C(C)(C)C)=[O:14])[CH2:7]1)=[O:5])[CH3:2]. Product: [CH2:1]([O:3][C:4]([C@@H:6]1[C@H:10]([CH3:11])[CH2:9][C@@H:8]([CH2:12][C:13]([OH:15])=[O:14])[CH2:7]1)=[O:5])[CH3:2]. The catalyst class is: 67. (2) The catalyst class is: 60. Reactant: Br[C:2]1[CH:19]=[C:18]([O:20][CH3:21])[C:17]([O:22][CH3:23])=[CH:16][C:3]=1[CH2:4][N:5]1[C:13](=[O:14])[C:12]2[C:7](=[CH:8][CH:9]=[CH:10][CH:11]=2)[C:6]1=[O:15].[Cu][C:25]#[N:26]. Product: [O:15]=[C:6]1[C:7]2[C:12](=[CH:11][CH:10]=[CH:9][CH:8]=2)[C:13](=[O:14])[N:5]1[CH2:4][C:3]1[CH:16]=[C:17]([O:22][CH3:23])[C:18]([O:20][CH3:21])=[CH:19][C:2]=1[C:25]#[N:26]. (3) Reactant: [CH:1]([C:3]1[C:11]2[C:10]([C:12]([O:14][CH3:15])=[O:13])=[CH:9][CH:8]=[CH:7][C:6]=2[NH:5][N:4]=1)=[O:2].[F:16][C:17]1[CH:22]=[CH:21][C:20](B(O)O)=[CH:19][CH:18]=1.C(N(CC)CC)C. Product: [F:16][C:17]1[CH:22]=[CH:21][C:20]([N:5]2[C:6]3[CH:7]=[CH:8][CH:9]=[C:10]([C:12]([O:14][CH3:15])=[O:13])[C:11]=3[C:3]([CH:1]=[O:2])=[N:4]2)=[CH:19][CH:18]=1. The catalyst class is: 732. (4) The catalyst class is: 2. Reactant: C([O:8][CH2:9][CH2:10][C@@H:11]1[CH2:14][C@H:13]([N:15]2[CH:23]=[N:22][C:21]3[C:16]2=[N:17][CH:18]=[N:19][C:20]=3[NH2:24])[CH2:12]1)C1C=CC=CC=1.B(Cl)(Cl)Cl.N.CO. Product: [OH:8][CH2:9][CH2:10][C@@H:11]1[CH2:14][C@H:13]([N:15]2[CH:23]=[N:22][C:21]3[C:16]2=[N:17][CH:18]=[N:19][C:20]=3[NH2:24])[CH2:12]1.